From a dataset of Forward reaction prediction with 1.9M reactions from USPTO patents (1976-2016). Predict the product of the given reaction. (1) The product is: [CH3:1][O:2][C:3](=[O:13])[C:4]1[CH:5]=[C:6]([S:15][CH3:14])[N:7]=[C:8]([O:10][CH3:11])[CH:9]=1. Given the reactants [CH3:1][O:2][C:3](=[O:13])[C:4]1[CH:9]=[C:8]([O:10][CH3:11])[N:7]=[C:6](Cl)[CH:5]=1.[CH3:14][S-:15].[Na+], predict the reaction product. (2) Given the reactants Br[C:2]1[N:10]([CH2:11][C:12]2[C:17]([F:18])=[CH:16][CH:15]=[CH:14][C:13]=2[Cl:19])[C:9]2[C:8](=[O:20])[N:7]([CH3:21])[C:6](=[O:22])[N:5]([CH3:23])[C:4]=2[N:3]=1.C(O)C.[C:27]1(B(O)O)[CH:32]=[CH:31][CH:30]=[CH:29][CH:28]=1.[Cl-].[Li+], predict the reaction product. The product is: [Cl:19][C:13]1[CH:14]=[CH:15][CH:16]=[C:17]([F:18])[C:12]=1[CH2:11][N:10]1[C:9]2[C:8](=[O:20])[N:7]([CH3:21])[C:6](=[O:22])[N:5]([CH3:23])[C:4]=2[N:3]=[C:2]1[C:27]1[CH:32]=[CH:31][CH:30]=[CH:29][CH:28]=1. (3) Given the reactants Cl.CN([CH:5]([SH:7])C)C.C(=O)([O-])[O-].[K+].[K+].F[C:15]1[CH:20]=[CH:19][C:18]([N+:21]([O-:23])=[O:22])=[CH:17][CH:16]=1.[CH3:24][N:25]([CH3:28])[CH:26]=O, predict the reaction product. The product is: [CH3:24][N:25]([CH3:28])[CH2:26][CH2:5][S:7][C:15]1[CH:20]=[CH:19][C:18]([N+:21]([O-:23])=[O:22])=[CH:17][CH:16]=1. (4) Given the reactants [Cl:1][C:2]1[CH:7]=[CH:6][C:5]([CH2:8][S:9]([NH2:12])(=[O:11])=[O:10])=[CH:4][CH:3]=1.[C:13]([C:15]1[C:16]([N:29]2[CH2:34][CH2:33][CH:32]([C:35](O)=[O:36])[CH2:31][CH2:30]2)=[N:17][C:18]([O:27][CH3:28])=[C:19]([C:21]([O:23][CH:24]([CH3:26])[CH3:25])=[O:22])[CH:20]=1)#[N:14].CN(C(ON1N=NC2C=CC=CC1=2)=[N+](C)C)C.[B-](F)(F)(F)F.CCN(C(C)C)C(C)C.C([O-])(O)=O.[Na+], predict the reaction product. The product is: [CH:24]([O:23][C:21](=[O:22])[C:19]1[CH:20]=[C:15]([C:13]#[N:14])[C:16]([N:29]2[CH2:34][CH2:33][CH:32]([C:35](=[O:36])[NH:12][S:9]([CH2:8][C:5]3[CH:4]=[CH:3][C:2]([Cl:1])=[CH:7][CH:6]=3)(=[O:10])=[O:11])[CH2:31][CH2:30]2)=[N:17][C:18]=1[O:27][CH3:28])([CH3:26])[CH3:25]. (5) Given the reactants [NH2:1][C:2]1[CH:7]=[CH:6][C:5]([OH:8])=[CH:4][CH:3]=1.O[CH2:10][CH:11]([CH2:13]O)O.C1C([N+]([O-])=O)=CC=C(O)C=1.[OH-].[Na+], predict the reaction product. The product is: [N:1]1[C:2]2[C:7](=[CH:6][C:5]([OH:8])=[CH:4][CH:3]=2)[CH:13]=[CH:11][CH:10]=1.